From a dataset of Full USPTO retrosynthesis dataset with 1.9M reactions from patents (1976-2016). Predict the reactants needed to synthesize the given product. (1) The reactants are: [C:1]1([N:7]2[C:12](=[O:13])[C:11]3[S:14][CH:15]=[C:16]([C:17]4[CH:22]=[CH:21][CH:20]=[CH:19][CH:18]=4)[C:10]=3[N:9]=[CH:8]2)[CH:6]=[CH:5][CH:4]=[CH:3][CH:2]=1.NC1C(C2C=CC=CC=2)=CSC=1[C:35](OC)=[O:36].C(OCC)(OCC)OCC.COC1C=CC=C(N)C=1. Given the product [CH3:35][O:36][C:3]1[CH:2]=[C:1]([N:7]2[C:12](=[O:13])[C:11]3[S:14][CH:15]=[C:16]([C:17]4[CH:18]=[CH:19][CH:20]=[CH:21][CH:22]=4)[C:10]=3[N:9]=[CH:8]2)[CH:6]=[CH:5][CH:4]=1, predict the reactants needed to synthesize it. (2) Given the product [OH:1][C@@H:2]([CH2:17][CH:18]([CH3:20])[CH3:19])[C:3]([NH:5][C@@H:6]([C:11]1[CH:16]=[CH:15][CH:14]=[CH:13][CH:12]=1)[C:7]([OH:9])=[O:8])=[O:4], predict the reactants needed to synthesize it. The reactants are: [OH:1][C@@H:2]([CH2:17][CH:18]([CH3:20])[CH3:19])[C:3]([NH:5][C@@H:6]([C:11]1[CH:16]=[CH:15][CH:14]=[CH:13][CH:12]=1)[C:7]([O:9]C)=[O:8])=[O:4].[OH-].[Li+].Cl. (3) Given the product [O:17]=[S:13]1(=[O:16])[CH2:12][CH2:11][N:10]([C:7]2[N:8]=[CH:9][C:4]([NH2:1])=[CH:5][CH:6]=2)[CH2:15][CH2:14]1, predict the reactants needed to synthesize it. The reactants are: [N+:1]([C:4]1[CH:5]=[CH:6][C:7]([N:10]2[CH2:15][CH2:14][S:13](=[O:17])(=[O:16])[CH2:12][CH2:11]2)=[N:8][CH:9]=1)([O-])=O. (4) Given the product [C:1]1([NH:7][C:8]([NH:10][C:11]2[CH:12]=[C:13]3[CH2:19][C:18]4([CH:24]5[CH2:23][CH2:22][N:21]([CH2:26][CH2:25]5)[CH2:20]4)[O:17][C:14]3=[N:15][CH:16]=2)=[O:9])[CH:6]=[CH:5][CH:4]=[CH:3][CH:2]=1, predict the reactants needed to synthesize it. The reactants are: [C:1]1([N:7]=[C:8]=[O:9])[CH:6]=[CH:5][CH:4]=[CH:3][CH:2]=1.[NH2:10][C:11]1[CH:12]=[C:13]2[CH2:19][C:18]3([CH:24]4[CH2:25][CH2:26][N:21]([CH2:22][CH2:23]4)[CH2:20]3)[O:17][C:14]2=[N:15][CH:16]=1. (5) Given the product [CH3:1][C:2]1([CH3:14])[CH2:11][CH2:10][C:9]2[C:4](=[CH:5][CH:6]=[C:7]([CH:12]=[C:18]3[C:17]4[C:21](=[CH:22][CH:23]=[CH:24][C:16]=4[CH3:15])[NH:20][C:19]3=[O:25])[CH:8]=2)[O:3]1, predict the reactants needed to synthesize it. The reactants are: [CH3:1][C:2]1([CH3:14])[CH2:11][CH2:10][C:9]2[C:4](=[CH:5][CH:6]=[C:7]([CH:12]=O)[CH:8]=2)[O:3]1.[CH3:15][C:16]1[CH:24]=[CH:23][CH:22]=[C:21]2[C:17]=1[CH2:18][C:19](=[O:25])[NH:20]2.